Dataset: Full USPTO retrosynthesis dataset with 1.9M reactions from patents (1976-2016). Task: Predict the reactants needed to synthesize the given product. Given the product [C:6]1([C:22]2[C:18]([OH:17])=[CH:19][CH:25]=[C:20]3[C:21]=2[CH:29]=[C:27]([OH:30])[CH:28]=[CH:26]3)[C:7]([OH:13])=[CH:8][CH:9]=[C:10]2[C:5]=1[CH:4]=[C:3]([OH:2])[CH:12]=[CH:11]2, predict the reactants needed to synthesize it. The reactants are: O.[OH:2][C:3]1[CH:12]=[CH:11][C:10]2[C:5](=[CH:6][C:7]([OH:13])=[CH:8][CH:9]=2)[CH:4]=1.C([O:17][CH2:18][CH3:19])(=O)C.[C:20]1([CH3:26])[CH:25]=CC=[CH:22][CH:21]=1.[CH:27]([OH:30])([CH3:29])[CH3:28].